Dataset: HIV replication inhibition screening data with 41,000+ compounds from the AIDS Antiviral Screen. Task: Binary Classification. Given a drug SMILES string, predict its activity (active/inactive) in a high-throughput screening assay against a specified biological target. (1) The compound is COc1oc(C(=O)NC2CCCCC2)c(-c2ccc(Cl)cc2)c1S(=O)(=O)c1ccccc1. The result is 0 (inactive). (2) The drug is O=C(O)CNC(=O)C(CSC(=O)OCC1c2ccccc2-c2ccccc21)NC(=O)CCC(NC(=O)OCC1c2ccccc2-c2ccccc21)C(=O)O.[NaH]. The result is 0 (inactive).